Dataset: Peptide-MHC class II binding affinity with 134,281 pairs from IEDB. Task: Regression. Given a peptide amino acid sequence and an MHC pseudo amino acid sequence, predict their binding affinity value. This is MHC class II binding data. (1) The MHC is DRB1_0301 with pseudo-sequence DRB1_0301. The peptide sequence is APQIPPNWHIPSIQDAATPYHPPATPNNMGL. The binding affinity (normalized) is 0.0871. (2) The peptide sequence is EKKYFAKTQFEPLAA. The MHC is HLA-DQA10501-DQB10201 with pseudo-sequence HLA-DQA10501-DQB10201. The binding affinity (normalized) is 0.473. (3) The peptide sequence is TFGAASNKAFAEGLS. The MHC is HLA-DQA10501-DQB10201 with pseudo-sequence HLA-DQA10501-DQB10201. The binding affinity (normalized) is 0.269.